Task: Predict the reactants needed to synthesize the given product.. Dataset: Full USPTO retrosynthesis dataset with 1.9M reactions from patents (1976-2016) (1) Given the product [Fe:19].[N:1]1[C:14]2[C:5](=[CH:6][CH:7]=[C:8]3[C:13]=2[N:12]=[CH:11][CH:10]=[CH:9]3)[CH:4]=[CH:3][CH:2]=1, predict the reactants needed to synthesize it. The reactants are: [N:1]1[C:14]2[C:5](=[CH:6][CH:7]=[C:8]3[C:13]=2[N:12]=[CH:11][CH:10]=[CH:9]3)[CH:4]=[CH:3][CH:2]=1.[N+]([O-])([O-])=O.[Fe+2:19].[N+]([O-])([O-])=O.N. (2) Given the product [CH2:27]([O:3][C:4]1[CH:5]=[CH:6][C:7]([C:10]([OH:12])=[O:11])=[N:8][CH:9]=1)[CH2:28][CH2:29][CH3:30], predict the reactants needed to synthesize it. The reactants are: [H-].[Na+].[OH:3][C:4]1[CH:5]=[CH:6][C:7]([C:10]([O:12]C(C2C=CC=CC=2)C2C=CC=CC=2)=[O:11])=[N:8][CH:9]=1.Br[CH2:27][CH2:28][CH2:29][CH3:30]. (3) Given the product [CH2:1]([O:8][CH2:9][CH2:10][N:11]1[C:17](=[O:18])[C@@H:16]([NH:19][C:20](=[O:27])[C@@:21]([F:26])([CH3:25])[C:22]([NH:39][CH2:38][C:37]([F:41])([F:40])[F:36])=[O:23])[C:15]2[CH:28]=[CH:29][CH:30]=[CH:31][C:14]=2[C:13]2[CH:32]=[CH:33][CH:34]=[CH:35][C:12]1=2)[C:2]1[CH:7]=[CH:6][CH:5]=[CH:4][CH:3]=1, predict the reactants needed to synthesize it. The reactants are: [CH2:1]([O:8][CH2:9][CH2:10][N:11]1[C:17](=[O:18])[C@@H:16]([NH:19][C:20](=[O:27])[C@@:21]([F:26])([CH3:25])[C:22](O)=[O:23])[C:15]2[CH:28]=[CH:29][CH:30]=[CH:31][C:14]=2[C:13]2[CH:32]=[CH:33][CH:34]=[CH:35][C:12]1=2)[C:2]1[CH:7]=[CH:6][CH:5]=[CH:4][CH:3]=1.[F:36][C:37]([F:41])([F:40])[CH2:38][NH2:39].